Dataset: Catalyst prediction with 721,799 reactions and 888 catalyst types from USPTO. Task: Predict which catalyst facilitates the given reaction. (1) Reactant: [C:1]([O:5][C:6]([N:8]1[CH2:12][CH2:11][CH2:10][CH:9]1[C:13]([OH:15])=O)=[O:7])([CH3:4])([CH3:3])[CH3:2].C1C=CC2N(O)N=[N:22]C=2C=1.C(Cl)CCl.[OH-].[NH4+]. Product: [C:13]([C@@H:9]1[CH2:10][CH2:11][CH2:12][N:8]1[C:6]([O:5][C:1]([CH3:4])([CH3:3])[CH3:2])=[O:7])(=[O:15])[NH2:22]. The catalyst class is: 1. (2) Reactant: [Mg].Br[C:3]1[CH:10]=[CH:9][C:6]([CH:7]=[CH2:8])=[CH:5][CH:4]=1.II.[CH:13](=[O:15])[CH3:14].[Cl-].[NH4+]. Product: [OH:15][CH:13]([C:3]1[CH:10]=[CH:9][C:6]([CH:7]=[CH2:8])=[CH:5][CH:4]=1)[CH3:14]. The catalyst class is: 7. (3) Product: [C:2]([O:4][C:5]1[C:10](=[CH:9][CH:8]=[CH:7][CH:6]=1)[C:11]([O-:13])=[O:12])(=[O:3])[CH3:1].[K+:18]. Reactant: [CH3:1][C:2]([O:4][C:5]1[CH:6]=[CH:7][CH:8]=[CH:9][C:10]=1[C:11]([OH:13])=[O:12])=[O:3].C(=O)(O)[O-].[K+:18].C(O)(=O)CC(CC(O)=O)(C(O)=O)O. The catalyst class is: 6. (4) Reactant: [CH3:1][NH:2][CH:3]([C:7]1([C:12]2[CH:17]=[CH:16][CH:15]=[CH:14][CH:13]=2)[CH2:11][CH2:10][CH2:9][CH2:8]1)[C:4]([OH:6])=O.F[P-](F)(F)(F)(F)F.N1(O[P+](N2CCCC2)(N2CCCC2)N2CCCC2)C2C=CC=CC=2N=N1.[CH3:51]/[C:52](=[CH:58]\[C@@H:59]([N:63]([CH3:72])[C:64](=[O:71])[C@H:65]([C:67]([CH3:70])([CH3:69])[CH3:68])[NH2:66])[CH:60]([CH3:62])[CH3:61])/[C:53]([O:55][CH2:56][CH3:57])=[O:54].C(N(C(C)C)CC)(C)C. Product: [CH3:51]/[C:52](=[CH:58]\[C@@H:59]([N:63]([CH3:72])[C:64](=[O:71])[C@H:65]([C:67]([CH3:68])([CH3:70])[CH3:69])[NH:66][C:4](=[O:6])[CH:3]([NH:2][CH3:1])[C:7]1([C:12]2[CH:17]=[CH:16][CH:15]=[CH:14][CH:13]=2)[CH2:11][CH2:10][CH2:9][CH2:8]1)[CH:60]([CH3:62])[CH3:61])/[C:53]([O:55][CH2:56][CH3:57])=[O:54]. The catalyst class is: 204.